Dataset: Antibody paratope prediction from SAbDab with 1,023 antibody chains. Task: Token-level Classification. Given an antibody amino acid sequence, predict which amino acid positions are active in antigen binding. Output is a list of indices for active paratope positions. (1) Given the antibody sequence: DIELTQSPAIMSASPGEKVTMTCRASSTVSFHYLHWYQQKSGASPKLWIYATSNLASGVPARFSGSGSGTSYSLTISSVETEDAATYYCQHYSAYPRTFGGGTKLEIK, which amino acid positions are active in antigen binding (paratope)? The paratope positions are: [30]. (2) Given the antibody sequence: EVQLQESGPGLVKPSQSLSLTCTVTGYSITSDYAWNWIRQFPGNKLEWMGYISYSGTTSYNPSLKSRISITRDTSKNQFFLQLNSVTTEDTATYYCGRTGVYRYPERAPYWGQGTLVTVSA, which amino acid positions are active in antigen binding (paratope)? The paratope positions are: [31, 53, 83, 84, 85, 104, 105, 106, 107]. (3) The paratope positions are: [95, 96, 97]. Given the antibody sequence: DIQMTQSPSSLSASVGDRVTITCRASQGISSSLAWYQQKPGKAPKLLIYGASETESGVPSRFSGSGSGTDFTLTISSLQPEDFATYYCQNTKVGSSYGNTFGGGTKVEIK, which amino acid positions are active in antigen binding (paratope)? (4) Given the antibody sequence: EVQLVESGGGLVQPGGSLRLSCAASGFNIKEYYMHWVRQAPGKGLEWVGLIDPEQGNTIYDPKFQDRATISADNSKNTAYLQMNSLRAEDTAVYYCARDTAAYFDYWGQGTLVTVSS, which amino acid positions are active in antigen binding (paratope)? The paratope positions are: [52, 83, 84, 85]. (5) The paratope positions are: [52, 83, 84, 85, 104, 105, 106, 107, 108]. Given the antibody sequence: QVQLQQPGAELVRPGASVKLSCKASGYTLTTYWMNWFKQRPDQGLEWIGRIDPYDSETHYNQKFKDKAILTVDRSSSTAYMQLSSLTSEDSAVYYCTRFLQITTIIYGMDYWGQGTSVTVSS, which amino acid positions are active in antigen binding (paratope)? (6) The paratope positions are: [52, 83, 84, 85, 104, 105, 106, 107, 108, 109, 110, 111, 112, 113]. Given the antibody sequence: EVHLVESGGDLVKPGGSLKLSCAASGFTFSHYGMSWVRQTPDKRLEWVATIGSRGTYTHYPDSVKGRFTISRDNDKNALYLQMNSLKSEDTAMYYCARRSEFYYYGNTYYYSAMDYWGQGASVTVSS, which amino acid positions are active in antigen binding (paratope)? (7) Given the antibody sequence: EIVLTQSPGILSLAPGERASLSCRASYGLDTSHLAWFQHKPGRPPRLLIYGTSSRPPGVPDRFRGSGSGTDFTLTITKLEPEDFAVYYCQNSGGGTPLIFGPGTKVDIK, which amino acid positions are active in antigen binding (paratope)? The paratope positions are: [30, 96]. (8) Given the antibody sequence: QVTLKESGAEVKKPGSSVKVSCEASGGTLSNYVITWVRQAPGQGLEWMGGFIPTFRTAMYAQGFQGRVTITADESTSIAYMELTNLRSEDTAVYYCARGPLSRGYYDYWGQGTLVTVSS, which amino acid positions are active in antigen binding (paratope)? The paratope positions are: [52, 83, 84, 85, 104, 105]. (9) Given the antibody sequence: QVQLKQSGAELMKPGASVKISCKATGYKFSSYWIEWVKQRPGHGLEWIGEIFPGSGNTNYNEKFKGKATLTADTSSNTAYMQLSSLTSEDSAVYYCARRGAFYSYGSSYYAMDFWGQGTSVTVSS, which amino acid positions are active in antigen binding (paratope)? The paratope positions are: [52, 83, 84, 85, 104, 105, 106, 107, 108, 109, 110, 111]. (10) Given the antibody sequence: QVQLQQPGAELVKPGASVKMSCKASGYTFTSYNMHWVKQTPGQGLEWIGAIYPGNGDTSYNQKFKGKATLTADKSSSTAYMQLSSLTSEDSAVYYCAREGLGALLRDLYYWGQGTSVTVSS, which amino acid positions are active in antigen binding (paratope)? The paratope positions are: [52, 83, 84, 85, 104, 105, 106, 107].